Binary Classification. Given a drug SMILES string, predict its activity (active/inactive) in a high-throughput screening assay against a specified biological target. From a dataset of HIV replication inhibition screening data with 41,000+ compounds from the AIDS Antiviral Screen. (1) The molecule is CC1(C)COC(c2cccc(C3=NC(C)(C)CO3)c2)=N1. The result is 0 (inactive). (2) The molecule is CC(=O)OC1CC2C(=O)CC1(C)C2(C)C. The result is 0 (inactive). (3) The result is 0 (inactive). The drug is Cc1ccc(NC(=S)Nc2ccc(C)cn2)nc1. (4) The compound is CCOC(=O)CSc1nc(O)c(C#N)c(-c2ccccc2)n1. The result is 0 (inactive). (5) The molecule is Sc1nnc2c(n1)[nH]c1ccccc12. The result is 0 (inactive). (6) The drug is COC(=O)c1cc(=O)nc2cc3cccccc3n12. The result is 0 (inactive). (7) The molecule is Cc1cc(C2CC(O)C(CO)O2)c(F)cc1F. The result is 0 (inactive). (8) The result is 0 (inactive). The molecule is CCOC(=O)CCC(NC(=O)NC(C)c1ccccc1)C(=O)OCC.